This data is from Aqueous solubility values for 9,982 compounds from the AqSolDB database. The task is: Regression/Classification. Given a drug SMILES string, predict its absorption, distribution, metabolism, or excretion properties. Task type varies by dataset: regression for continuous measurements (e.g., permeability, clearance, half-life) or binary classification for categorical outcomes (e.g., BBB penetration, CYP inhibition). For this dataset (solubility_aqsoldb), we predict Y. (1) The compound is CC(=O)NC(=O)NC(C)=O. The Y is -0.314 log mol/L. (2) The molecule is COC(=O)c1ccc(OC(C)=O)cc1. The Y is -2.50 log mol/L.